From a dataset of Retrosynthesis with 50K atom-mapped reactions and 10 reaction types from USPTO. Predict the reactants needed to synthesize the given product. (1) Given the product COCCNC(=O)COc1ccc(OCCNC[C@H](O)COc2ccccc2)cc1, predict the reactants needed to synthesize it. The reactants are: COC(=O)COc1ccc(OCCNCC(O)COc2ccccc2)cc1.COCCN. (2) The reactants are: Cc1nc(Oc2ccccc2)c([N+](=O)[O-])c(NCCCCCCl)c1C. Given the product Cc1nc(Oc2ccccc2)c(N)c(NCCCCCCl)c1C, predict the reactants needed to synthesize it. (3) Given the product CCOC(=O)CCCCCn1c2c(c3cc(Cl)cc(Cl)c31)C(=O)CC(C)(C)C2, predict the reactants needed to synthesize it. The reactants are: CC1(C)CC(=O)c2c([nH]c3c(Cl)cc(Cl)cc23)C1.CCOC(=O)CCCCCBr. (4) Given the product CCSC(F)(F)C(Cn1cncn1)(OC)c1ccc(F)cc1F, predict the reactants needed to synthesize it. The reactants are: CCSC(F)(F)C(O)(Cn1cncn1)c1ccc(F)cc1F.CI. (5) Given the product Clc1ccc2ncc(OCCN3CCOCC3)cc2c1, predict the reactants needed to synthesize it. The reactants are: OCCN1CCOCC1.Oc1cnc2ccc(Cl)cc2c1.